Dataset: Forward reaction prediction with 1.9M reactions from USPTO patents (1976-2016). Task: Predict the product of the given reaction. (1) Given the reactants [NH:1]1[CH:5]=[CH:4][CH:3]=[C:2]1[C:6]1[C:11]([CH:12]=O)=[CH:10][CH:9]=[CH:8][CH:7]=1.[Mg+2].[Br-].[Br-], predict the reaction product. The product is: [CH:8]1[CH:9]=[CH:10][C:11]([CH:6]([C:2]2[NH:1][CH:5]=[CH:4][CH:3]=2)[C:2]2[NH:1][CH:5]=[CH:4][CH:3]=2)=[CH:12][CH:7]=1. (2) Given the reactants [O:1]=[C:2]1[O:8][C@H:7]([C@H:9]([CH2:11][OH:12])[OH:10])[C:5]([OH:6])=[C:3]1[OH:4].C(N(CCCC)CCCC)CCC.C(O)C.[CH3:29][C:30]1[C:35]2[C:36]([NH2:41])=[N:37][C:38]([NH2:40])=[N:39][C:34]=2[CH:33]=[CH:32][C:31]=1[CH2:42][NH:43][C:44]1[CH:49]=[C:48]([O:50][CH3:51])[C:47]([O:52][CH3:53])=[C:46]([O:54][CH3:55])[CH:45]=1.FC(F)(F)C([O-])=O, predict the reaction product. The product is: [CH3:29][C:30]1[C:35]2[C:36]([NH2:41])=[N:37][C:38]([NH2:40])=[N:39][C:34]=2[CH:33]=[CH:32][C:31]=1[CH2:42][NH:43][C:44]1[CH:49]=[C:48]([O:50][CH3:51])[C:47]([O:52][CH3:53])=[C:46]([O:54][CH3:55])[CH:45]=1.[O:1]=[C:2]1[O:8][C@H:7]([C@H:9]([CH2:11][OH:12])[OH:10])[C:5]([O-:6])=[C:3]1[OH:4]. (3) Given the reactants Cl.[CH:2]1([NH:8][OH:9])[CH2:7][CH2:6][CH2:5][CH2:4][CH2:3]1.[CH3:10][C:11]1[CH:16]=[CH:15][C:14]([S:17][C:18]2[C:23]([CH:24]=O)=[CH:22][CH:21]=[CH:20][N:19]=2)=[CH:13][CH:12]=1, predict the reaction product. The product is: [CH:2]1([N+:8]([O-:9])=[CH:24][C:23]2[C:18]([S:17][C:14]3[CH:15]=[CH:16][C:11]([CH3:10])=[CH:12][CH:13]=3)=[N:19][CH:20]=[CH:21][CH:22]=2)[CH2:7][CH2:6][CH2:5][CH2:4][CH2:3]1. (4) Given the reactants [CH3:1][C:2]([O:4][CH2:5][C@H:6]1[O:11][C@@H:10]([O:12]C(C)=O)[C@H:9]([O:16][C:17]([CH3:19])=[O:18])[C@@H:8]([O:20][C:21]([CH3:23])=[O:22])[C@H:7]1[O:24][C:25]([CH3:27])=[O:26])=[O:3].C(N)C1C=CC=CC=1, predict the reaction product. The product is: [C:17]([O:16][C@@H:9]1[C@@H:8]([O:20][C:21](=[O:22])[CH3:23])[C@@H:7]([O:24][C:25](=[O:26])[CH3:27])[C@@H:6]([CH2:5][O:4][C:2](=[O:3])[CH3:1])[O:11][C@H:10]1[OH:12])(=[O:18])[CH3:19]. (5) Given the reactants [Br:1][C:2]1[CH:3]=[C:4]2[C:8](=[CH:9][CH:10]=1)[N:7]([CH:11]([CH2:15][CH:16]1[CH2:20][CH2:19][CH2:18][CH2:17]1)[C:12](O)=[O:13])[C:6](=[O:21])[C:5]2=[O:22].[N:23]1[CH:28]=[CH:27][CH:26]=[CH:25][C:24]=1[NH2:29].C(N(CC)C(C)C)(C)C.F[P-](F)(F)(F)(F)F.N1(O[P+](N(C)C)(N(C)C)N(C)C)C2C=CC=CC=2N=N1, predict the reaction product. The product is: [Br:1][C:2]1[CH:3]=[C:4]2[C:8](=[CH:9][CH:10]=1)[N:7]([CH:11]([CH2:15][CH:16]1[CH2:17][CH2:18][CH2:19][CH2:20]1)[C:12]([NH:29][C:24]1[CH:25]=[CH:26][CH:27]=[CH:28][N:23]=1)=[O:13])[C:6](=[O:21])[C:5]2=[O:22]. (6) Given the reactants [C:1]([O:5][C:6](=[O:33])[N:7]([C@@H:9]1[CH2:13][CH2:12][N:11]([C:14]2[CH:19]=[CH:18][C:17]([N:20]3[CH:29]=[CH:28][C:27]4[C:22](=[CH:23][CH:24]=[C:25]([OH:30])[CH:26]=4)[C:21]3=[O:31])=[CH:16][C:15]=2[F:32])[CH2:10]1)[CH3:8])([CH3:4])([CH3:3])[CH3:2].[F:34][C:35]([F:48])([F:47])[S:36](O[S:36]([C:35]([F:48])([F:47])[F:34])(=[O:38])=[O:37])(=[O:38])=[O:37], predict the reaction product. The product is: [C:1]([O:5][C:6]([N:7]([CH3:8])[C@@H:9]1[CH2:13][CH2:12][N:11]([C:14]2[CH:19]=[CH:18][C:17]([N:20]3[CH:29]=[CH:28][C:27]4[C:22](=[CH:23][CH:24]=[C:25]([O:30][S:36]([C:35]([F:48])([F:47])[F:34])(=[O:38])=[O:37])[CH:26]=4)[C:21]3=[O:31])=[CH:16][C:15]=2[F:32])[CH2:10]1)=[O:33])([CH3:4])([CH3:2])[CH3:3]. (7) Given the reactants [H-].[H-].[H-].[H-].[Li+].[Al+3].[F:7][C:8]1[CH:9]=[CH:10][C:11]2[S:17][C:16]3[CH:18]=[CH:19][CH:20]=[CH:21][C:15]=3[CH2:14][C:13]([O:24][Si](C)(C)C)([C:22]#[N:23])[C:12]=2[CH:29]=1, predict the reaction product. The product is: [NH2:23][CH2:22][C:13]1([OH:24])[C:12]2[CH:29]=[C:8]([F:7])[CH:9]=[CH:10][C:11]=2[S:17][C:16]2[CH:18]=[CH:19][CH:20]=[CH:21][C:15]=2[CH2:14]1. (8) Given the reactants Br[C:2]1[N:7]=[C:6]([O:8]C)[C:5]([O:10]C)=[CH:4][C:3]=1[C:12]1[CH:17]=[CH:16][CH:15]=[C:14]([C:18]#[N:19])[CH:13]=1.[F:20][C:21]1[CH:26]=[CH:25][C:24](B(O)O)=[CH:23][CH:22]=1.C([O-])([O-])=O.[K+].[K+], predict the reaction product. The product is: [F:20][C:21]1[CH:26]=[CH:25][C:24]([C:2]2[NH:7][C:6](=[O:8])[C:5]([OH:10])=[CH:4][C:3]=2[C:12]2[CH:13]=[C:14]([CH:15]=[CH:16][CH:17]=2)[C:18]#[N:19])=[CH:23][CH:22]=1. (9) Given the reactants [CH2:1]([C:5]1[CH:13]=[CH:12][C:8]([C:9]([OH:11])=O)=[CH:7][CH:6]=1)[CH:2]([CH3:4])[CH3:3].C([O:16][C:17](=[O:39])[C:18]([O:21][C:22]1[CH:27]=[CH:26][C:25]([O:28][C:29]2[CH:34]=[CH:33][CH:32]=[C:31]([CH2:35][NH2:36])[CH:30]=2)=[CH:24][C:23]=1[CH2:37]C)([CH3:20])[CH3:19])C, predict the reaction product. The product is: [CH2:1]([C:5]1[CH:6]=[CH:7][C:8]([C:9]([NH:36][CH2:35][C:31]2[CH:30]=[C:29]([CH:34]=[CH:33][CH:32]=2)[O:28][C:25]2[CH:26]=[CH:27][C:22]([O:21][C:18]([CH3:20])([CH3:19])[C:17]([OH:39])=[O:16])=[C:23]([CH3:37])[CH:24]=2)=[O:11])=[CH:12][CH:13]=1)[CH:2]([CH3:3])[CH3:4].